From a dataset of Forward reaction prediction with 1.9M reactions from USPTO patents (1976-2016). Predict the product of the given reaction. Given the reactants [N:1]1[CH:6]=[CH:5][CH:4]=[CH:3][C:2]=1[C:7]1[CH:8]=[CH:9][C:10](=[O:19])[N:11]([C:13]2[CH:18]=[CH:17][CH:16]=[CH:15][CH:14]=2)[CH:12]=1.[Br:20]N1C(=O)CCC1=O.CN(C)C=O.CC(O)C, predict the reaction product. The product is: [Br:20][C:9]1[C:10](=[O:19])[N:11]([C:13]2[CH:18]=[CH:17][CH:16]=[CH:15][CH:14]=2)[CH:12]=[C:7]([C:2]2[CH:3]=[CH:4][CH:5]=[CH:6][N:1]=2)[CH:8]=1.